This data is from Forward reaction prediction with 1.9M reactions from USPTO patents (1976-2016). The task is: Predict the product of the given reaction. (1) Given the reactants Br[C:2]1[CH:3]=[C:4]([CH:8]2[C:13]([CH3:15])([CH3:14])[O:12][C:11]([NH:16][C@H:17]([C:28]3[CH:33]=[CH:32][CH:31]=[CH:30][CH:29]=3)[CH2:18][CH2:19][O:20][Si:21]([C:24]([CH3:27])([CH3:26])[CH3:25])([CH3:23])[CH3:22])=[N:10][S:9]2(=[O:35])=[O:34])[CH:5]=[CH:6][CH:7]=1.[CH3:36][Al](C)C, predict the reaction product. The product is: [Si:21]([O:20][CH2:19][CH2:18][C@H:17]([NH:16][C:11]1[O:12][C:13]([CH3:15])([CH3:14])[CH:8]([C:4]2[CH:3]=[C:2]([CH3:36])[CH:7]=[CH:6][CH:5]=2)[S:9](=[O:35])(=[O:34])[N:10]=1)[C:28]1[CH:33]=[CH:32][CH:31]=[CH:30][CH:29]=1)([C:24]([CH3:27])([CH3:26])[CH3:25])([CH3:23])[CH3:22]. (2) Given the reactants [C:1]([O:5][C:6]([N:8]1[CH2:13][CH2:12][CH:11]([C:14]2[CH:19]=[C:18]([CH3:20])[C:17]([C:21](O)=[O:22])=[CH:16][C:15]=2[C:24]([F:27])([F:26])[F:25])[CH2:10][CH2:9]1)=[O:7])([CH3:4])([CH3:3])[CH3:2].[I-].ClC1C=CC=C[N+]=1C.[C:37]([NH:47][C:48]([NH2:50])=[NH:49])([O:39][CH2:40][C:41]1[CH:46]=[CH:45][CH:44]=[CH:43][CH:42]=1)=[O:38].C(N(CC)C(C)C)(C)C, predict the reaction product. The product is: [C:1]([O:5][C:6]([N:8]1[CH2:9][CH2:10][CH:11]([C:14]2[CH:19]=[C:18]([CH3:20])[C:17]([C:21]([N:47]([C:37]([O:39][CH2:40][C:41]3[CH:46]=[CH:45][CH:44]=[CH:43][CH:42]=3)=[O:38])[C:48]([NH2:50])=[NH:49])=[O:22])=[CH:16][C:15]=2[C:24]([F:27])([F:26])[F:25])[CH2:12][CH2:13]1)=[O:7])([CH3:3])([CH3:4])[CH3:2]. (3) The product is: [F:44][C:45]1[CH:50]=[CH:49][C:48]([CH:19]([C:17]2[N:16]=[CH:15][C:14]3[C@:8]4([CH2:7][C:2]5[CH:3]=[CH:4][CH:5]=[CH:6][N:1]=5)[CH2:28][CH2:27][C:22]5([O:26][CH2:25][CH2:24][O:23]5)[CH2:21][C@H:9]4[CH2:10][CH2:11][CH2:12][C:13]=3[CH:18]=2)[NH2:39])=[CH:47][CH:46]=1. Given the reactants [N:1]1[CH:6]=[CH:5][CH:4]=[CH:3][C:2]=1[CH2:7][C:8]12[CH2:28][CH2:27][C:22]3([O:26][CH2:25][CH2:24][O:23]3)[CH2:21][CH:9]1[CH2:10][CH2:11][CH2:12][C:13]1[CH:18]=[C:17]([CH:19]=O)[N:16]=[CH:15][C:14]=12.C1COCC1.[Li+].C[Si]([N-:39][Si](C)(C)C)(C)C.[F:44][C:45]1[CH:50]=[CH:49][C:48]([Mg]Br)=[CH:47][CH:46]=1, predict the reaction product. (4) Given the reactants [CH2:1]([O:8][C:9]([NH:11][C@@H:12]([CH2:16][S:17][CH2:18][C@H:19]([O:35][C:36](=[O:48])[NH:37][CH2:38][CH2:39][CH2:40][CH2:41][CH2:42][CH2:43][CH2:44][CH2:45][CH2:46][CH3:47])[CH2:20][O:21][C:22](=[O:34])[NH:23][CH2:24][CH2:25][CH2:26][CH2:27][CH2:28][CH2:29][CH2:30][CH2:31][CH2:32][CH3:33])[C:13](O)=[O:14])=[O:10])[C:2]1[CH:7]=[CH:6][CH:5]=[CH:4][CH:3]=1.CN(C(ON1N=NC2C=CC=CC1=2)=[N+](C)C)C.F[P-](F)(F)(F)(F)F.CCN(C(C)C)C(C)C.[NH2:82][CH2:83][CH2:84][O:85][CH2:86][CH2:87][O:88][CH2:89][CH2:90][O:91][CH2:92][CH2:93][P:94](=[O:101])([O:98][CH2:99][CH3:100])[O:95][CH2:96][CH3:97], predict the reaction product. The product is: [CH2:99]([O:98][P:94]([CH2:93][CH2:92][O:91][CH2:90][CH2:89][O:88][CH2:87][CH2:86][O:85][CH2:84][CH2:83][NH:82][C:13](=[O:14])[C@@H:12]([NH:11][C:9]([O:8][CH2:1][C:2]1[CH:7]=[CH:6][CH:5]=[CH:4][CH:3]=1)=[O:10])[CH2:16][S:17][CH2:18][C@H:19]([O:35][C:36](=[O:48])[NH:37][CH2:38][CH2:39][CH2:40][CH2:41][CH2:42][CH2:43][CH2:44][CH2:45][CH2:46][CH3:47])[CH2:20][O:21][C:22](=[O:34])[NH:23][CH2:24][CH2:25][CH2:26][CH2:27][CH2:28][CH2:29][CH2:30][CH2:31][CH2:32][CH3:33])(=[O:101])[O:95][CH2:96][CH3:97])[CH3:100]. (5) The product is: [OH:7][CH2:6][C:5]1[CH:4]=[C:3]([CH:12]=[CH:11][C:10]=1[CH:8]([C:28]1[CH:29]=[CH:30][C:25]([F:24])=[CH:26][CH:27]=1)[OH:9])[C:1]#[N:2]. Given the reactants [C:1]([C:3]1[CH:4]=[C:5]2[C:10](=[CH:11][CH:12]=1)[C:8](=[O:9])[O:7][CH2:6]2)#[N:2].BrC1C=C2C(=CC=1)C(=O)OC2.[F:24][C:25]1[CH:30]=[CH:29][C:28](Br)=[CH:27][CH:26]=1.[Mg].[BH4-].[Na+].[H-].[H-].[H-].[H-].[Li+].[Al+3], predict the reaction product. (6) Given the reactants [F:1][C:2]([F:11])([F:10])[C:3]1[N:8]=[C:7]([NH2:9])[CH:6]=[CH:5][CH:4]=1.C1C(=O)N([I:19])C(=O)C1, predict the reaction product. The product is: [F:11][C:2]([F:1])([F:10])[C:3]1[N:8]=[C:7]([NH2:9])[CH:6]=[CH:5][C:4]=1[I:19]. (7) Given the reactants CON(C)[C:4](=[O:12])[C:5]1[CH:10]=[CH:9][N:8]=[C:7]([CH3:11])[CH:6]=1.[CH:14]1([Mg]Br)[CH2:16][CH2:15]1.[NH4+].[Cl-], predict the reaction product. The product is: [CH:14]1([C:4]([C:5]2[CH:10]=[CH:9][N:8]=[C:7]([CH3:11])[CH:6]=2)=[O:12])[CH2:16][CH2:15]1. (8) Given the reactants [Br:1][C:2]1[CH:3]=[CH:4][C:5]([CH:8]2[CH2:12][CH2:11][CH2:10][NH:9]2)=[N:6][CH:7]=1.CCN(C(C)C)C(C)C.[C:22](Cl)([O:24][CH2:25][C:26]1[CH:31]=[CH:30][CH:29]=[CH:28][CH:27]=1)=[O:23], predict the reaction product. The product is: [Br:1][C:2]1[CH:3]=[CH:4][C:5]([CH:8]2[CH2:12][CH2:11][CH2:10][N:9]2[C:22]([O:24][CH2:25][C:26]2[CH:31]=[CH:30][CH:29]=[CH:28][CH:27]=2)=[O:23])=[N:6][CH:7]=1. (9) Given the reactants [Br:1][C:2]1[CH:7]=[C:6]([N+:8]([O-:10])=[O:9])[CH:5]=[C:4]([Br:11])[C:3]=1[CH3:12].[Br:13]N1C(=O)CCC1=O.C(OOC(=O)C1C=CC=CC=1)(=O)C1C=CC=CC=1.N(C(C)(C)C#N)=NC(C)(C)C#N, predict the reaction product. The product is: [Br:13][CH2:12][C:3]1[C:2]([Br:1])=[CH:7][C:6]([N+:8]([O-:10])=[O:9])=[CH:5][C:4]=1[Br:11]. (10) Given the reactants Cl.[CH2:2]([O:4][C:5](=[O:9])[C@H:6]([CH3:8])[NH2:7])[CH3:3].[P:10](Cl)(Cl)(=[O:18])[O:11][C:12]1[CH:17]=[CH:16][CH:15]=[CH:14][CH:13]=1.CN1C=CN=C1.[C:27]([O:41][CH2:42][CH3:43])(=[O:40])[CH2:28][CH2:29][NH:30][C:31](=[O:39])[C@@H:32]([C:34]([CH2:37][OH:38])([CH3:36])[CH3:35])[OH:33], predict the reaction product. The product is: [CH2:2]([O:4][C:5](=[O:9])[C@@H:6]([NH:7][P:10]([O:38][CH2:37][C:34]([CH3:36])([CH3:35])[C@@H:32]([OH:33])[C:31]([NH:30][CH2:29][CH2:28][C:27]([O:41][CH2:42][CH3:43])=[O:40])=[O:39])([O:11][C:12]1[CH:17]=[CH:16][CH:15]=[CH:14][CH:13]=1)=[O:18])[CH3:8])[CH3:3].